This data is from NCI-60 drug combinations with 297,098 pairs across 59 cell lines. The task is: Regression. Given two drug SMILES strings and cell line genomic features, predict the synergy score measuring deviation from expected non-interaction effect. Drug 1: CC1CCC2CC(C(=CC=CC=CC(CC(C(=O)C(C(C(=CC(C(=O)CC(OC(=O)C3CCCCN3C(=O)C(=O)C1(O2)O)C(C)CC4CCC(C(C4)OC)O)C)C)O)OC)C)C)C)OC. Drug 2: CC12CCC3C(C1CCC2OP(=O)(O)O)CCC4=C3C=CC(=C4)OC(=O)N(CCCl)CCCl.[Na+]. Cell line: MCF7. Synergy scores: CSS=35.8, Synergy_ZIP=15.5, Synergy_Bliss=16.1, Synergy_Loewe=-10.4, Synergy_HSA=11.3.